From a dataset of Full USPTO retrosynthesis dataset with 1.9M reactions from patents (1976-2016). Predict the reactants needed to synthesize the given product. (1) Given the product [OH:23][CH2:30][C@@H:31]1[CH2:32][C@@H:33]([O:20][S:19]([C:16]2[CH:15]=[CH:14][C:13]([CH3:12])=[CH:18][CH:17]=2)(=[O:22])=[O:21])[CH2:34][N:29]1[C:24]([O:27][C:1]([CH3:11])([CH3:6])[CH3:2])=[O:25], predict the reactants needed to synthesize it. The reactants are: [C:1]1([CH3:11])[CH:6]=CC(S(Cl)(=O)=O)=C[CH:2]=1.[CH3:12][C:13]1[CH:14]=[CH:15][C:16]([S:19]([OH:22])(=[O:21])=[O:20])=[CH:17][CH:18]=1.[OH2:23].[C:24]([O-:27])(O)=[O:25].[Na+].[N:29]1[CH:34]=[CH:33][CH:32]=[CH:31][CH:30]=1. (2) Given the product [CH3:12][C:10]1([CH3:11])[C:13]([CH3:15])([CH3:14])[O:16][B:8]([C:3]2[CH:4]=[CH:5][CH:6]=[CH:7][C:2]=2[NH:1][C:26]([C@@H:25]2[CH2:29][CH2:30][CH2:31][N:24]2[C:17]([O:19][C:20]([CH3:23])([CH3:22])[CH3:21])=[O:18])=[O:27])[O:9]1, predict the reactants needed to synthesize it. The reactants are: [NH2:1][C:2]1[CH:7]=[CH:6][CH:5]=[CH:4][C:3]=1[B:8]1[O:16][C:13]([CH3:15])([CH3:14])[C:10]([CH3:12])([CH3:11])[O:9]1.[C:17]([N:24]1[CH2:31][CH2:30][CH2:29][C@H:25]1[C:26](O)=[O:27])([O:19][C:20]([CH3:23])([CH3:22])[CH3:21])=[O:18].Cl.CN(C)CCCN=C=NCC.C(N(CC)C(C)C)(C)C. (3) Given the product [F:8][C:6]1[CH:5]=[C:4](/[CH:9]=[CH:10]/[C:11]([N:37]2[C@H:36]([C:30]3[CH:35]=[CH:34][CH:33]=[CH:32][CH:31]=3)[CH2:40][O:39][C:38]2=[O:41])=[O:13])[CH:3]=[C:2]([F:1])[CH:7]=1, predict the reactants needed to synthesize it. The reactants are: [F:1][C:2]1[CH:3]=[C:4](/[CH:9]=[CH:10]/[C:11]([OH:13])=O)[CH:5]=[C:6]([F:8])[CH:7]=1.CCN(C(C)C)C(C)C.C(Cl)(=O)C(C)(C)C.[C:30]1([C@@H:36]2[CH2:40][O:39][C:38](=[O:41])[NH:37]2)[CH:35]=[CH:34][CH:33]=[CH:32][CH:31]=1.C([Li])CCC.